Task: Predict hERG channel inhibition at various concentrations.. Dataset: hERG Central: cardiac toxicity at 1µM, 10µM, and general inhibition (1) The compound is CCCCCn1c(SCCN2CCOCC2)nc2c1c(=O)[nH]c(=O)n2C. Results: hERG_inhib (hERG inhibition (general)): blocker. (2) Results: hERG_inhib (hERG inhibition (general)): blocker. The compound is CCN(Cc1ccncc1)Cc1ccc(OC)cc1OC.O=C(O)C(=O)O.